This data is from Forward reaction prediction with 1.9M reactions from USPTO patents (1976-2016). The task is: Predict the product of the given reaction. Given the reactants [OH-:1].[C:2]1(/[CH:8]=[CH:9]/B(O)O)[CH:7]=[CH:6][CH:5]=[CH:4][CH:3]=1, predict the reaction product. The product is: [CH:9](/[C:4]1[CH:5]=[CH:6][C:7]2[O:1][C:9]3[CH:4]=[CH:3][C:2](/[CH:9]=[CH:8]/[C:2]4[CH:7]=[CH:6][CH:5]=[CH:4][CH:3]=4)=[CH:7][C:8]=3[C:2]=2[CH:3]=1)=[CH:8]\[C:2]1[CH:7]=[CH:6][CH:5]=[CH:4][CH:3]=1.